From a dataset of CYP2C9 substrate classification data from Carbon-Mangels et al.. Regression/Classification. Given a drug SMILES string, predict its absorption, distribution, metabolism, or excretion properties. Task type varies by dataset: regression for continuous measurements (e.g., permeability, clearance, half-life) or binary classification for categorical outcomes (e.g., BBB penetration, CYP inhibition). Dataset: cyp2c9_substrate_carbonmangels. (1) The molecule is O=C(NC1CCN(CCc2c[nH]c3ccccc23)CC1)c1ccccc1. The result is 0 (non-substrate). (2) The drug is CN(C)c1ccc([C@H]2C[C@@]3(C)[C@@H](CC[C@]3(O)CCCO)[C@@H]3CCC4=CC(=O)CCC4=C32)cc1. The result is 0 (non-substrate). (3) The compound is Nc1cc(N2CCCCC2)nc(N)[n+]1[O-]. The result is 0 (non-substrate). (4) The result is 0 (non-substrate). The molecule is CN(C)[C@@H]1C(O)=C(C(N)=O)C(=O)[C@@]2(O)C(O)=C3C(=O)c4c(O)cccc4[C@@](C)(O)[C@H]3C[C@@H]12. (5) The result is 0 (non-substrate). The compound is CCCCC/N=C(\N)N/N=C\c1c[nH]c2ccc(CO)cc12. (6) The molecule is Nc1nc2cc(Cl)ccc2o1. The result is 0 (non-substrate). (7) The molecule is CCOC(=O)C1(c2ccccc2)CCN(C)CC1. The result is 0 (non-substrate). (8) The compound is CC[C@H](C)n1ncn(-c2ccc(N3CCN(c4ccc(OC[C@H]5CO[C@](Cn6cncn6)(c6ccc(Cl)cc6Cl)O5)cc4)CC3)cc2)c1=O. The result is 0 (non-substrate). (9) The molecule is CO/N=C\C1=CCCN(C)C1. The result is 0 (non-substrate). (10) The molecule is CNCC[C@@H](Oc1ccccc1C)c1ccccc1. The result is 1 (substrate).